From a dataset of Reaction yield outcomes from USPTO patents with 853,638 reactions. Predict the reaction yield, written as a fraction of the theoretical maximum amount of product (1.0 means a 100% yield; for example, 0.34 means a 34% yield). (1) The reactants are [Cl:1][C:2]1[C:3]([NH:24][C:25]2[CH:30]=[CH:29][CH:28]=[CH:27][C:26]=2[CH3:31])=[C:4]([C:9]([N:11]2[CH2:16][CH2:15][CH:14]([C:17]3[CH:22]=[CH:21][C:20]([F:23])=[CH:19][CH:18]=3)[CH2:13][CH2:12]2)=[O:10])[CH:5]=[N:6][C:7]=1Cl.[CH2:32]([S-:34])[CH3:33].[Na+].O. The catalyst is CN(C=O)C. The product is [Cl:1][C:2]1[C:3]([NH:24][C:25]2[CH:30]=[CH:29][CH:28]=[CH:27][C:26]=2[CH3:31])=[C:4]([C:9]([N:11]2[CH2:12][CH2:13][CH:14]([C:17]3[CH:22]=[CH:21][C:20]([F:23])=[CH:19][CH:18]=3)[CH2:15][CH2:16]2)=[O:10])[CH:5]=[N:6][C:7]=1[S:34][CH2:32][CH3:33]. The yield is 0.640. (2) The reactants are [Cl:1][C:2]1[CH:8]=[CH:7][C:5]([NH2:6])=[C:4]([I:9])[CH:3]=1.[C:10]1(=O)[CH2:15][CH2:14][CH2:13][C:12](=[O:16])[CH2:11]1.O.C1(C)C=CC(S(O)(=O)=O)=CC=1.CCOC(C)=O. The catalyst is C1(C)C=CC=CC=1. The product is [Cl:1][C:2]1[CH:8]=[CH:7][C:5]([NH:6][C:10]2[CH2:15][CH2:14][CH2:13][C:12](=[O:16])[CH:11]=2)=[C:4]([I:9])[CH:3]=1. The yield is 0.800.